Dataset: Forward reaction prediction with 1.9M reactions from USPTO patents (1976-2016). Task: Predict the product of the given reaction. (1) Given the reactants C(OC(=O)[NH:7][CH2:8][C:9]1[CH:14]=[C:13]([CH2:15][N:16]2[CH2:21][CH2:20][O:19][CH2:18][CH2:17]2)[CH:12]=[C:11]([Cl:22])[C:10]=1[F:23])(C)(C)C.Cl, predict the reaction product. The product is: [Cl:22][C:11]1[C:10]([F:23])=[C:9]([CH:14]=[C:13]([CH2:15][N:16]2[CH2:21][CH2:20][O:19][CH2:18][CH2:17]2)[CH:12]=1)[CH2:8][NH2:7]. (2) Given the reactants [NH2:1][C:2]1[CH:7]=[C:6]([NH:8][C:9](=[O:18])[C:10]2[C:15]([Cl:16])=[CH:14][CH:13]=[CH:12][C:11]=2[Cl:17])[CH:5]=[CH:4][N:3]=1.[C@@H:19]1([C:25](O)=[O:26])[CH2:21][C@H:20]1[C:22]([OH:24])=[O:23].CN(C(ON1N=NC2C=CC=NC1=2)=[N+](C)C)C.F[P-](F)(F)(F)(F)F, predict the reaction product. The product is: [Cl:16][C:15]1[CH:14]=[CH:13][CH:12]=[C:11]([Cl:17])[C:10]=1[C:9]([NH:8][C:6]1[CH:5]=[CH:4][N:3]=[C:2]([NH:1][C:25]([C@@H:19]2[CH2:21][C@H:20]2[C:22]([OH:24])=[O:23])=[O:26])[CH:7]=1)=[O:18]. (3) Given the reactants [CH2:1]([N:8]([CH2:21][C:22]1[CH:27]=[CH:26][CH:25]=[CH:24][CH:23]=1)[CH:9]([CH3:20])[C:10]([C:12]1([C:15]([O:17][CH2:18][CH3:19])=[O:16])[CH2:14][CH2:13]1)=[O:11])[C:2]1[CH:7]=[CH:6][CH:5]=[CH:4][CH:3]=1.[BH4-].[Na+].O, predict the reaction product. The product is: [CH2:21]([N:8]([CH2:1][C:2]1[CH:3]=[CH:4][CH:5]=[CH:6][CH:7]=1)[CH:9]([CH3:20])[CH:10]([C:12]1([C:15]([O:17][CH2:18][CH3:19])=[O:16])[CH2:13][CH2:14]1)[OH:11])[C:22]1[CH:23]=[CH:24][CH:25]=[CH:26][CH:27]=1. (4) Given the reactants [NH2:1][CH2:2][C@H:3]1[N:8]([C:9]([C:11]2[N:12]=[C:13]([CH3:23])[S:14][C:15]=2[C:16]2[CH:17]=[C:18]([CH3:22])[CH:19]=[CH:20][CH:21]=2)=[O:10])[CH2:7][C@H:6]2[C@@H:4]1[CH2:5]2.[CH2:24]([C:26]1[CH:34]=[CH:33][C:29]([C:30](O)=[O:31])=[CH:28][CH:27]=1)[CH3:25], predict the reaction product. The product is: [CH2:24]([C:26]1[CH:34]=[CH:33][C:29]([C:30]([NH:1][CH2:2][C@H:3]2[N:8]([C:9]([C:11]3[N:12]=[C:13]([CH3:23])[S:14][C:15]=3[C:16]3[CH:17]=[C:18]([CH3:22])[CH:19]=[CH:20][CH:21]=3)=[O:10])[CH2:7][C@H:6]3[C@@H:4]2[CH2:5]3)=[O:31])=[CH:28][CH:27]=1)[CH3:25]. (5) Given the reactants [CH:1]12[CH2:7][CH:4]([CH:5]=[CH:6]1)[CH2:3][CH:2]2[C:8](=[O:17])[CH2:9][CH2:10][N:11]1[CH2:16][CH2:15][CH2:14][CH2:13][CH2:12]1.[C:18]1([Mg])[CH:23]=[CH:22][CH:21]=[CH:20][CH:19]=1, predict the reaction product. The product is: [CH:18]1[CH:19]=[CH:20][C:21]([C:8]([OH:17])([CH:2]2[CH:1]3[CH:6]=[CH:5][CH:4]([CH2:7]3)[CH2:3]2)[CH2:9][CH2:10][N:11]2[CH2:12][CH2:13][CH2:14][CH2:15][CH2:16]2)=[CH:22][CH:23]=1.